From a dataset of Catalyst prediction with 721,799 reactions and 888 catalyst types from USPTO. Predict which catalyst facilitates the given reaction. (1) Reactant: [CH3:1][N:2]1[C:7](=[O:8])[C:6]([N:9]2[C:13]([CH3:14])=[CH:12][C:11]([C:15]3[CH:20]=[CH:19][C:18]([C:21]([F:24])([F:23])[F:22])=[CH:17][CH:16]=3)=[N:10]2)=[C:5](N2C(C)=CC(C3C=CC(C(F)(F)F)=CC=3)=N2)[CH:4]=[N:3]1.[CH3:41][O-:42].[Na+]. Product: [CH3:41][O:42][C:5]1[CH:4]=[N:3][N:2]([CH3:1])[C:7](=[O:8])[C:6]=1[N:9]1[C:13]([CH3:14])=[CH:12][C:11]([C:15]2[CH:16]=[CH:17][C:18]([C:21]([F:22])([F:23])[F:24])=[CH:19][CH:20]=2)=[N:10]1. The catalyst class is: 5. (2) Reactant: [F:1][C:2]1[CH:12]=[CH:11][C:5]([C:6]([CH2:8][C:9]#[N:10])=O)=[CH:4][CH:3]=1.N1C=CC=CC=1.[NH2:19][C:20]([NH2:22])=[S:21].II.[O-]S([O-])(=S)=O.[Na+].[Na+]. Product: [NH2:22][C:20]1[S:21][C:8]([C:9]#[N:10])=[C:6]([C:5]2[CH:11]=[CH:12][C:2]([F:1])=[CH:3][CH:4]=2)[N:19]=1. The catalyst class is: 14. (3) Reactant: [F:1][C:2]1[CH:7]=[C:6]([N+:8]([O-])=O)[C:5]([O:11][CH3:12])=[CH:4][C:3]=1[C:13]1[O:17][CH:16]=[N:15][CH:14]=1. Product: [F:1][C:2]1[C:3]([C:13]2[O:17][CH:16]=[N:15][CH:14]=2)=[CH:4][C:5]([O:11][CH3:12])=[C:6]([CH:7]=1)[NH2:8]. The catalyst class is: 19.